From a dataset of Reaction yield outcomes from USPTO patents with 853,638 reactions. Predict the reaction yield, written as a fraction of the theoretical maximum amount of product (1.0 means a 100% yield; for example, 0.34 means a 34% yield). (1) The reactants are [CH2:1]([NH:8][C:9](=[O:45])[CH2:10][CH2:11][C:12]#[C:13][C:14]1[CH:15]=[C:16]([C:22]([C:37]2[CH:42]=[CH:41][C:40]([O:43][CH3:44])=[CH:39][CH:38]=2)([C:29]2[CH:34]=[CH:33][C:32]([O:35][CH3:36])=[CH:31][CH:30]=2)[S:23][CH2:24][CH2:25][C:26]([OH:28])=[O:27])[CH:17]=[CH:18][C:19]=1[O:20][CH3:21])[C:2]1[CH:7]=[CH:6][CH:5]=[CH:4][CH:3]=1.O[N:47]1[C:51](=[O:52])[CH2:50][CH2:49][C:48]1=[O:53].C(N=C=NCCCN(C)C)C. The catalyst is C(Cl)Cl. The product is [CH2:1]([NH:8][C:9](=[O:45])[CH2:10][CH2:11][C:12]#[C:13][C:14]1[CH:15]=[C:16]([C:22]([C:37]2[CH:42]=[CH:41][C:40]([O:43][CH3:44])=[CH:39][CH:38]=2)([C:29]2[CH:34]=[CH:33][C:32]([O:35][CH3:36])=[CH:31][CH:30]=2)[S:23][CH2:24][CH2:25][C:26]([O:28][N:47]2[C:51](=[O:52])[CH2:50][CH2:49][C:48]2=[O:53])=[O:27])[CH:17]=[CH:18][C:19]=1[O:20][CH3:21])[C:2]1[CH:7]=[CH:6][CH:5]=[CH:4][CH:3]=1. The yield is 0.720. (2) The reactants are [CH3:1][O:2][C:3](=[O:14])[C:4]1[CH:9]=[C:8]([O:10][CH3:11])[CH:7]=[C:6]([O:12][CH3:13])[CH:5]=1.C1C(=O)N([Br:22])C(=O)C1.[O-]S([O-])=O.[Na+].[Na+]. The catalyst is CC#N. The product is [CH3:1][O:2][C:3](=[O:14])[C:4]1[CH:5]=[C:6]([O:12][CH3:13])[CH:7]=[C:8]([O:10][CH3:11])[C:9]=1[Br:22]. The yield is 0.930. (3) The reactants are [CH3:1][NH:2][C:3]1[CH:8]=[CH:7][CH:6]=[CH:5][CH:4]=1.Br.Br[CH:11]([C:13]1[CH:14]=[C:15]([C:30]([N:32]([CH3:34])[CH3:33])=[O:31])[CH:16]=[C:17]2[C:22]=1[O:21][C:20]([N:23]1[CH2:28][CH2:27][O:26][CH2:25][CH2:24]1)=[CH:19][C:18]2=[O:29])[CH3:12]. No catalyst specified. The product is [CH3:33][N:32]([CH3:34])[C:30]([C:15]1[CH:16]=[C:17]2[C:22](=[C:13]([CH:11]([N:2]([CH3:1])[C:3]3[CH:8]=[CH:7][CH:6]=[CH:5][CH:4]=3)[CH3:12])[CH:14]=1)[O:21][C:20]([N:23]1[CH2:28][CH2:27][O:26][CH2:25][CH2:24]1)=[CH:19][C:18]2=[O:29])=[O:31]. The yield is 0.370. (4) The reactants are [CH3:1][O:2][C:3](=[O:33])[CH2:4][CH2:5][C:6]1[CH:11]=[CH:10][C:9]([C:12]([CH2:30][CH3:31])([C:15]2[CH:20]=[CH:19][C:18](OS(C(F)(F)F)(=O)=O)=[C:17]([CH3:29])[CH:16]=2)[CH2:13][CH3:14])=[CH:8][C:7]=1[CH3:32].C(N(CC)CC)C.[CH2:41]([C:43]([OH:48])([CH2:46][CH3:47])[C:44]#[CH:45])[CH3:42].[NH4+].[Cl-]. The catalyst is CC#N.C1C=CC([P]([Pd]([P](C2C=CC=CC=2)(C2C=CC=CC=2)C2C=CC=CC=2)([P](C2C=CC=CC=2)(C2C=CC=CC=2)C2C=CC=CC=2)[P](C2C=CC=CC=2)(C2C=CC=CC=2)C2C=CC=CC=2)(C2C=CC=CC=2)C2C=CC=CC=2)=CC=1. The product is [CH3:1][O:2][C:3](=[O:33])[CH2:4][CH2:5][C:6]1[CH:11]=[CH:10][C:9]([C:12]([CH2:13][CH3:14])([C:15]2[CH:20]=[CH:19][C:18]([C:45]#[C:44][C:43]([CH2:46][CH3:47])([OH:48])[CH2:41][CH3:42])=[C:17]([CH3:29])[CH:16]=2)[CH2:30][CH3:31])=[CH:8][C:7]=1[CH3:32]. The yield is 0.440. (5) The reactants are [CH2:1]([N:4]1[CH2:9][CH2:8][CH:7]([O:10][C:11]2[CH:25]=[CH:24][C:14]3[NH:15][C:16](=[O:23])[C:17]4[CH2:18][CH2:19][CH2:20][NH:21][C:22]=4[C:13]=3[CH:12]=2)[CH2:6][CH2:5]1)[CH2:2][CH3:3].O1CCOCC1.[ClH:32]. The catalyst is C(O)C.O1CCOCC1. The product is [ClH:32].[ClH:32].[CH2:1]([N:4]1[CH2:9][CH2:8][CH:7]([O:10][C:11]2[CH:25]=[CH:24][C:14]3[NH:15][C:16](=[O:23])[C:17]4[CH2:18][CH2:19][CH2:20][NH:21][C:22]=4[C:13]=3[CH:12]=2)[CH2:6][CH2:5]1)[CH2:2][CH3:3]. The yield is 0.790. (6) The reactants are [OH-].[Na+].[OH:3][CH2:4][C:5]1[CH:18]=[C:8]2[N:9]=[CH:10][C:11]([C:13]([O:15]CC)=[O:14])=[CH:12][N:7]2[N:6]=1.O. The catalyst is O1CCCC1. The product is [OH:3][CH2:4][C:5]1[CH:18]=[C:8]2[N:9]=[CH:10][C:11]([C:13]([OH:15])=[O:14])=[CH:12][N:7]2[N:6]=1. The yield is 0.650. (7) The reactants are CCCC[N+](CCCC)(CCCC)CCCC.[F-].[Br:19][C:20]1[CH:21]=[C:22]([O:36][C:37]2[CH:42]=[CH:41][CH:40]=[CH:39][CH:38]=2)[C:23]([NH:26][C:27]2[S:28][CH:29]=[C:30]([CH2:32][CH2:33][C:34]#[N:35])[N:31]=2)=[N:24][CH:25]=1.[Si]([N:47]=[N+:48]=[N-:49])(C)(C)C. The catalyst is C(Cl)Cl. The product is [NH:47]1[C:34]([CH2:33][CH2:32][C:30]2[N:31]=[C:27]([NH:26][C:23]3[C:22]([O:36][C:37]4[CH:42]=[CH:41][CH:40]=[CH:39][CH:38]=4)=[CH:21][C:20]([Br:19])=[CH:25][N:24]=3)[S:28][CH:29]=2)=[N:35][N:49]=[N:48]1. The yield is 0.578. (8) The reactants are [C:1]([O:5][C:6]([N:8]1[CH2:13][CH2:12][N:11]([C:14]2C=CC(Br)=CC=2)[CH2:10][CH2:9]1)=[O:7])([CH3:4])([CH3:3])[CH3:2].[Br:21][C:22]1[CH:23]=[N:24]C(N2CCNCC2)=[N:26][CH:27]=1. No catalyst specified. The product is [C:1]([O:5][C:6]([N:8]1[CH2:9][CH2:10][N:11]([C:14]2[N:24]=[CH:23][C:22]([Br:21])=[CH:27][N:26]=2)[CH2:12][CH2:13]1)=[O:7])([CH3:2])([CH3:3])[CH3:4]. The yield is 0.930. (9) The reactants are [C:1]([OH:10])(=[O:9])[C@@H:2]([C@H:4]([C:6]([OH:8])=[O:7])[OH:5])[OH:3].[Cl:11][C:12]1[C:13]([F:42])=[C:14]([CH:39]=[CH:40][CH:41]=1)[NH:15][C:16]1[C:25]2[C:20](=[CH:21][C:22]([O:37][CH3:38])=[C:23]([O:26][CH:27]3[CH2:32][CH2:31][N:30]([C:33](=[O:36])[CH2:34][OH:35])[CH2:29][CH2:28]3)[CH:24]=2)[N:19]=[CH:18][N:17]=1. The catalyst is O. The product is [OH2:3].[OH2:26].[C:1]([OH:10])(=[O:9])[C@@H:2]([C@H:4]([C:6]([OH:8])=[O:7])[OH:5])[OH:3].[Cl:11][C:12]1[C:13]([F:42])=[C:14]([CH:39]=[CH:40][CH:41]=1)[NH:15][C:16]1[C:25]2[C:20](=[CH:21][C:22]([O:37][CH3:38])=[C:23]([O:26][CH:27]3[CH2:32][CH2:31][N:30]([C:33](=[O:36])[CH2:34][OH:35])[CH2:29][CH2:28]3)[CH:24]=2)[N:19]=[CH:18][N:17]=1. The yield is 0.893. (10) The reactants are [O:1]=[C:2]1[C:10]2[C:5](=[C:6]([N:11]3[CH2:16][CH2:15][CH2:14][C@@H:13]([C:17](O)=[O:18])[CH2:12]3)[CH:7]=[CH:8][CH:9]=2)[C:4](=[O:20])[N:3]1[CH2:21][C:22]1[CH:27]=[CH:26][N:25]=[CH:24][CH:23]=1.[NH2:28][CH2:29][C:30]1[S:31][CH:32]=[CH:33][CH:34]=1.F[P-](F)(F)(F)(F)F.N1(O[P+](N(C)C)(N(C)C)N(C)C)C2C=CC=CC=2N=N1. The catalyst is C1COCC1.[Na+].[Cl-].C([O-])(O)=O.[Na+].O. The product is [S:31]1[CH:32]=[CH:33][CH:34]=[C:30]1[CH2:29][NH:28][C:17]([C@@H:13]1[CH2:14][CH2:15][CH2:16][N:11]([C:6]2[CH:7]=[CH:8][CH:9]=[C:10]3[C:5]=2[C:4](=[O:20])[N:3]([CH2:21][C:22]2[CH:27]=[CH:26][N:25]=[CH:24][CH:23]=2)[C:2]3=[O:1])[CH2:12]1)=[O:18]. The yield is 0.790.